The task is: Predict which catalyst facilitates the given reaction.. This data is from Catalyst prediction with 721,799 reactions and 888 catalyst types from USPTO. (1) Reactant: C(N(CC)CC)C.[C:8](Cl)(=[O:11])[CH:9]=[CH2:10].[CH3:13][S:14]([O:17][CH2:18][CH:19]1[CH2:23][CH2:22][NH:21][CH2:20]1)(=[O:16])=[O:15]. Product: [CH3:13][S:14]([O:17][CH2:18][CH:19]1[CH2:23][CH2:22][N:21]([C:8](=[O:11])[CH:9]=[CH2:10])[CH2:20]1)(=[O:15])=[O:16]. The catalyst class is: 4. (2) Reactant: [C:1]([C:5]1[CH:9]=[C:8]([NH:10][C:11]([NH:13][C:14]2[C:23]3[C:18](=[CH:19][CH:20]=[CH:21][CH:22]=3)[C:17]([O:24][C:25]3[CH:30]=[CH:29][N:28]=[C:27](Cl)[N:26]=3)=[CH:16][CH:15]=2)=[O:12])[N:7]([C:32]2[CH:37]=[CH:36][CH:35]=[C:34]([P:38]([CH3:41])([CH3:40])=[O:39])[CH:33]=2)[N:6]=1)([CH3:4])([CH3:3])[CH3:2].[NH2:42][C:43]1[CH:44]=[C:45]([CH:57]=[CH:58][CH:59]=1)[C:46]([NH:48][CH2:49][CH2:50][N:51]1[CH2:56][CH2:55][O:54][CH2:53][CH2:52]1)=[O:47].CC(O)C.CN(C=O)C. Product: [C:1]([C:5]1[CH:9]=[C:8]([NH:10][C:11](=[O:12])[NH:13][C:14]2[C:23]3[C:18](=[CH:19][CH:20]=[CH:21][CH:22]=3)[C:17]([O:24][C:25]3[CH:30]=[CH:29][N:28]=[C:27]([NH:42][C:43]4[CH:44]=[C:45]([CH:57]=[CH:58][CH:59]=4)[C:46]([NH:48][CH2:49][CH2:50][N:51]4[CH2:56][CH2:55][O:54][CH2:53][CH2:52]4)=[O:47])[N:26]=3)=[CH:16][CH:15]=2)[N:7]([C:32]2[CH:37]=[CH:36][CH:35]=[C:34]([P:38]([CH3:41])([CH3:40])=[O:39])[CH:33]=2)[N:6]=1)([CH3:4])([CH3:3])[CH3:2]. The catalyst class is: 1. (3) The catalyst class is: 39. Product: [Cl:1][C:2]1[C:3]([N:32]([CH3:33])[CH3:34])=[CH:4][C:5]2[O:10][CH:9]([C:11]([N:13]3[CH2:18][CH2:17][C:16]([CH2:19][C:20]4[CH:25]=[CH:24][C:23]([F:26])=[CH:22][CH:21]=4)([C:27]#[N:28])[CH2:15][CH2:14]3)=[O:12])[CH2:8][N:7]([C:29]3[N:37]=[N:38][NH:39][N:30]=3)[C:6]=2[CH:31]=1. Reactant: [Cl:1][C:2]1[C:3]([N:32]([CH3:34])[CH3:33])=[CH:4][C:5]2[O:10][CH:9]([C:11]([N:13]3[CH2:18][CH2:17][C:16]([C:27]#[N:28])([CH2:19][C:20]4[CH:25]=[CH:24][C:23]([F:26])=[CH:22][CH:21]=4)[CH2:15][CH2:14]3)=[O:12])[CH2:8][N:7]([C:29]#[N:30])[C:6]=2[CH:31]=1.[NH4+].[Cl-].[N-:37]=[N+:38]=[N-:39].[Na+]. (4) Reactant: BrCCCCCCCCBr.[C:11]1(=O)[NH:15][C:14](=O)[C:13]2=[CH:17][CH:18]=[CH:19][CH:20]=[C:12]12.[K].[I-].[K+].[NH:25]1[CH2:30][CH2:29][CH2:28][CH2:27][CH2:26]1.Cl[C:32]1[C:41]2[C:36](=[CH:37][C:38]([Cl:42])=[CH:39][CH:40]=2)[N:35]=[CH:34][CH:33]=1.C1C=CC(O)=CC=1. Product: [Cl:42][C:38]1[CH:37]=[C:36]2[C:41]([C:32]([NH:15][CH2:14][CH2:13][CH2:17][CH2:18][CH2:19][CH2:20][CH2:12][CH2:11][N:25]3[CH2:30][CH2:29][CH2:28][CH2:27][CH2:26]3)=[CH:33][CH:34]=[N:35]2)=[CH:40][CH:39]=1. The catalyst class is: 21. (5) Reactant: [O:1]=[CH:2][CH:3]([C:9]1[CH:14]=[C:13]([CH3:15])[CH:12]=[C:11]([O:16][CH3:17])[CH:10]=1)[C:4]([O:6][CH2:7][CH3:8])=[O:5].[BH4-].[Na+].O. Product: [OH:1][CH2:2][CH:3]([C:9]1[CH:14]=[C:13]([CH3:15])[CH:12]=[C:11]([O:16][CH3:17])[CH:10]=1)[C:4]([O:6][CH2:7][CH3:8])=[O:5]. The catalyst class is: 5.